This data is from Catalyst prediction with 721,799 reactions and 888 catalyst types from USPTO. The task is: Predict which catalyst facilitates the given reaction. (1) Reactant: [F:1][C:2]([F:12])([F:11])[C:3]1[CH:10]=[CH:9][C:6]([CH2:7]Br)=[CH:5][CH:4]=1.[CH2:13]([O:20][C:21]1[CH:22]=[C:23]([CH:26]=[CH:27][C:28]=1[OH:29])[CH:24]=[O:25])[C:14]1[CH:19]=[CH:18][CH:17]=[CH:16][CH:15]=1.C(=O)([O-])[O-].[Cs+].[Cs+]. Product: [C:14]1([CH2:13][O:20][C:21]2[CH:22]=[C:23]([CH:26]=[CH:27][C:28]=2[O:29][CH2:7][C:6]2[CH:9]=[CH:10][C:3]([C:2]([F:12])([F:11])[F:1])=[CH:4][CH:5]=2)[CH:24]=[O:25])[CH:19]=[CH:18][CH:17]=[CH:16][CH:15]=1. The catalyst class is: 42. (2) Reactant: [C:1]([C:3]1[CH:4]=[C:5]2[CH:14]=[CH:13][CH:12]=[C:11]3[C:6]2=[C:7]([CH:27]=1)[C:8](=[O:26])[N:9]([CH2:16][CH2:17][CH2:18][C:19]([O:21][C:22]([CH3:25])([CH3:24])[CH3:23])=[O:20])[C:10]3=[O:15])#[N:2].[N-:28]=[N+:29]=[N-:30].[Na+].[NH4+].[Cl-]. Product: [O:15]=[C:10]1[C:11]2[C:6]3[C:5](=[CH:4][C:3]([C:1]4[NH:30][N:29]=[N:28][N:2]=4)=[CH:27][C:7]=3[C:8](=[O:26])[N:9]1[CH2:16][CH2:17][CH2:18][C:19]([O:21][C:22]([CH3:23])([CH3:24])[CH3:25])=[O:20])[CH:14]=[CH:13][CH:12]=2. The catalyst class is: 3. (3) Reactant: [F:1][CH:2]([F:12])[C:3]1[S:7][CH:6]=[C:5]([C:8](OC)=[O:9])[CH:4]=1.CO.[BH4-].[Na+]. Product: [F:1][CH:2]([F:12])[C:3]1[S:7][CH:6]=[C:5]([CH2:8][OH:9])[CH:4]=1. The catalyst class is: 1. (4) Reactant: [F:1][C:2]1[CH:7]=[CH:6][C:5]([S:8]([O-:10])=[O:9])=[CH:4][CH:3]=1.[Na+].[Br:12][C:13]1[C:14]([O:32][CH3:33])=[C:15]([C:21]([CH2:24]SC2C=CC=CC=2)=[CH:22][CH:23]=1)[C:16]([O:18][CH2:19][CH3:20])=[O:17].C(=O)(O)[O-].[Na+]. Product: [Br:12][C:13]1[C:14]([O:32][CH3:33])=[C:15]([C:21]([CH2:24][S:8]([C:5]2[CH:6]=[CH:7][C:2]([F:1])=[CH:3][CH:4]=2)(=[O:10])=[O:9])=[CH:22][CH:23]=1)[C:16]([O:18][CH2:19][CH3:20])=[O:17]. The catalyst class is: 287. (5) Reactant: [C:1]([NH2:9])(=[S:8])[C:2]1[CH:7]=[CH:6][CH:5]=[N:4][CH:3]=1.[CH2:10]([O:12][C:13](=[O:22])[CH:14](Cl)[C:15](=O)[C:16]([F:19])([F:18])[F:17])[CH3:11].CCN(CC)CC. Product: [CH2:10]([O:12][C:13]([C:14]1[S:8][C:1]([C:2]2[CH:3]=[N:4][CH:5]=[CH:6][CH:7]=2)=[N:9][C:15]=1[C:16]([F:17])([F:18])[F:19])=[O:22])[CH3:11]. The catalyst class is: 8. (6) Product: [CH:24]1([C:23]2[C:22]3[CH:21]=[CH:20][C:19]([C:30]([O:32][CH3:33])=[O:31])=[CH:18][C:17]=3[N:14]3[C:13]=2[C:8]2=[C:7]4[C:12](=[CH:11][CH:10]=[CH:9]2)[CH:3]([N:2]2[CH2:45][CH2:44][CH2:43][CH2:42]2)[CH2:4][CH2:5][N:6]4[CH2:16][CH2:15]3)[CH2:29][CH2:28][CH2:27][CH2:26][CH2:25]1. Reactant: Cl.[NH2:2][CH:3]1[C:12]2[C:7]3=[C:8]([C:13]4[N:14]([C:17]5[CH:18]=[C:19]([C:30]([O:32][CH3:33])=[O:31])[CH:20]=[CH:21][C:22]=5[C:23]=4[CH:24]4[CH2:29][CH2:28][CH2:27][CH2:26][CH2:25]4)[CH2:15][CH2:16][N:6]3[CH2:5][CH2:4]1)[CH:9]=[CH:10][CH:11]=2.CCN(CC)CC.Br[CH2:42][CH2:43][CH2:44][CH2:45]Br. The catalyst class is: 3. (7) Reactant: [CH3:1][O:2][C:3]1[N:4]=[C:5]2[C:10](=[CH:11][CH:12]=1)[N:9]=[CH:8][CH:7]=[C:6]2[NH:13][C:14]([CH:16]1[CH2:21][CH2:20][NH:19][CH2:18][CH2:17]1)=[O:15].[C:22](=[O:25])([O-:24])[O-].[K+].[K+].Cl[CH2:29][C:30]([C:32]1[CH:33]=[CH:34][C:35]2[S:40][CH2:39][C:38](=[O:41])[NH:37][C:36]=2[CH:42]=1)=[O:31].CO.[C:45]([O:48]CC)(=[O:47])C. The catalyst class is: 9. Product: [C:45]([OH:48])(=[O:47])[C:22]([OH:24])=[O:25].[CH3:1][O:2][C:3]1[N:4]=[C:5]2[C:10](=[CH:11][CH:12]=1)[N:9]=[CH:8][CH:7]=[C:6]2[NH:13][C:14]([CH:16]1[CH2:21][CH2:20][N:19]([CH2:29][C:30](=[O:31])[C:32]2[CH:33]=[CH:34][C:35]3[S:40][CH2:39][C:38](=[O:41])[NH:37][C:36]=3[CH:42]=2)[CH2:18][CH2:17]1)=[O:15]. (8) Reactant: C(OC([NH:8][C:9]1([C:12]2[NH:13][C:14]([C:22]3[CH:31]=[CH:30][CH:29]=[C:28]4[C:23]=3[N:24]=[C:25]([NH:33][CH2:34][C:35]([F:38])([F:37])[F:36])[C:26]([CH3:32])=[N:27]4)=[CH:15][C:16]=2[C:17]([O:19]CC)=[O:18])[CH2:11][CH2:10]1)=O)(C)(C)C.[ClH:39]. Product: [ClH:39].[NH2:8][C:9]1([C:12]2[NH:13][C:14]([C:22]3[CH:31]=[CH:30][CH:29]=[C:28]4[C:23]=3[N:24]=[C:25]([NH:33][CH2:34][C:35]([F:36])([F:38])[F:37])[C:26]([CH3:32])=[N:27]4)=[CH:15][C:16]=2[C:17]([OH:19])=[O:18])[CH2:10][CH2:11]1. The catalyst class is: 38. (9) Reactant: [Cl:1][C:2]1[C:11]2[C:6](=[CH:7][C:8]([OH:14])=[C:9]([O:12][CH3:13])[CH:10]=2)[N:5]=[CH:4][N:3]=1.C1(P(C2C=CC=CC=2)C2C=CC=CC=2)C=CC=CC=1.[F:34][CH2:35][CH2:36][N:37]1[CH2:42][CH2:41][N:40]([CH2:43][CH2:44]O)[CH2:39][CH2:38]1.N(C(OC(C)C)=O)=NC(OC(C)C)=O. Product: [Cl:1][C:2]1[C:11]2[C:6](=[CH:7][C:8]([O:14][CH2:44][CH2:43][N:40]3[CH2:41][CH2:42][N:37]([CH2:36][CH2:35][F:34])[CH2:38][CH2:39]3)=[C:9]([O:12][CH3:13])[CH:10]=2)[N:5]=[CH:4][N:3]=1. The catalyst class is: 4.